This data is from Catalyst prediction with 721,799 reactions and 888 catalyst types from USPTO. The task is: Predict which catalyst facilitates the given reaction. (1) Reactant: [C:1]1([C@@H:7]([NH:9][C:10]2[CH2:15][N:14]([C:16]([O:18][C:19]([CH3:22])([CH3:21])[CH3:20])=[O:17])[CH2:13][CH2:12][C:11]=2[C:23]([O:25][CH2:26][CH3:27])=[O:24])[CH3:8])[CH:6]=[CH:5][CH:4]=[CH:3][CH:2]=1.[BH-](OC(C)=O)(OC(C)=O)OC(C)=O.[Na+].C(O)(=O)C.N. Product: [C:1]1([C@@H:7]([NH:9][C@H:10]2[C@@H:11]([C:23]([O:25][CH2:26][CH3:27])=[O:24])[CH2:12][CH2:13][N:14]([C:16]([O:18][C:19]([CH3:21])([CH3:20])[CH3:22])=[O:17])[CH2:15]2)[CH3:8])[CH:6]=[CH:5][CH:4]=[CH:3][CH:2]=1. The catalyst class is: 11. (2) Product: [CH2:30]([O:29][CH2:28][C:15]([CH2:14][O:13][CH2:1][CH2:2][CH2:3][CH2:4][CH2:5][CH2:6][CH2:7][CH2:8][CH2:9][CH2:10][CH2:11][CH3:12])([CH2:22][CH2:23][N:25]([CH3:26])[CH3:27])[CH2:16][CH2:17][N:19]([CH3:21])[CH3:20])[CH2:31][CH2:32][CH2:33][CH2:34][CH2:35][CH2:36][CH2:37][CH2:38][CH2:39][CH2:40][CH3:41]. Reactant: [CH2:1]([O:13][CH2:14][C:15]([CH2:28][O:29][CH2:30][CH2:31][CH2:32][CH2:33][CH2:34][CH2:35][CH2:36][CH2:37][CH2:38][CH2:39][CH2:40][CH3:41])([CH2:22][C:23]([N:25]([CH3:27])[CH3:26])=O)[CH2:16][C:17]([N:19]([CH3:21])[CH3:20])=O)[CH2:2][CH2:3][CH2:4][CH2:5][CH2:6][CH2:7][CH2:8][CH2:9][CH2:10][CH2:11][CH3:12].[H-].[H-].[H-].[H-].[Li+].[Al+3]. The catalyst class is: 1. (3) Reactant: [CH3:1][O:2][C:3]([C:5]1[C:10](Br)=[C:9]([NH2:12])[CH:8]=[C:7]([Cl:13])[N:6]=1)=[O:4].[CH2:14]([Sn](CCCC)(CCCC)CCCC)[C:15](=[CH2:17])[CH3:16]. Product: [CH3:1][O:2][C:3]([C:5]1[C:10]([CH2:16][C:15]([CH3:17])=[CH2:14])=[C:9]([NH2:12])[CH:8]=[C:7]([Cl:13])[N:6]=1)=[O:4]. The catalyst class is: 233. (4) Product: [NH2:14][C:9]1[CH:8]=[CH:7][C:6]([O:5][C:4]2[CH:17]=[C:18]([F:20])[CH:19]=[C:2]([F:1])[CH:3]=2)=[CH:13][C:10]=1[C:11]#[N:12]. Reactant: [F:1][C:2]1[CH:3]=[C:4]([CH:17]=[C:18]([F:20])[CH:19]=1)[O:5][C:6]1[CH:7]=[CH:8][C:9]([N+:14]([O-])=O)=[C:10]([CH:13]=1)[C:11]#[N:12]. The catalyst class is: 505. (5) Reactant: C([Li])CCC.[Br-].[OH:7][C:8]1[CH:33]=[CH:32][CH:31]=[CH:30][C:9]=1[CH2:10][P+](C1C=CC=CC=1)(C1C=CC=CC=1)C1C=CC=CC=1.[F:34][C:35]1[CH:36]=[C:37]([CH:52]=[C:53]([F:66])[C:54]=1[O:55][Si:56]([CH:63]([CH3:65])[CH3:64])([CH:60]([CH3:62])[CH3:61])[CH:57]([CH3:59])[CH3:58])[CH2:38][CH:39]([CH:50]=O)[CH2:40][CH2:41][C:42]1[CH:49]=[CH:48][C:45]([C:46]#[N:47])=[CH:44][CH:43]=1.[Cl-].[NH4+]. Product: [F:34][C:35]1[CH:36]=[C:37]([CH:52]=[C:53]([F:66])[C:54]=1[O:55][Si:56]([CH:57]([CH3:59])[CH3:58])([CH:60]([CH3:62])[CH3:61])[CH:63]([CH3:65])[CH3:64])[CH2:38][CH:39](/[CH:50]=[CH:10]/[C:9]1[CH:30]=[CH:31][CH:32]=[CH:33][C:8]=1[OH:7])[CH2:40][CH2:41][C:42]1[CH:49]=[CH:48][C:45]([C:46]#[N:47])=[CH:44][CH:43]=1. The catalyst class is: 323. (6) Reactant: [F:1][C:2]1[CH:3]=[C:4]2[C:9](=[CH:10][CH:11]=1)[C:8](=[O:12])[O:7][C:6](=O)/[C:5]/2=[CH:14]\[O:15][CH3:16].S(=O)(=O)(O)[OH:18]. Product: [F:1][C:2]1[CH:3]=[C:4]2[C:9](=[CH:10][CH:11]=1)[C:8](=[O:12])[O:7][CH:6]=[C:5]2[C:14]([O:15][CH3:16])=[O:18]. The catalyst class is: 5. (7) Reactant: [Cl:1][C:2]1[CH:7]=[CH:6][CH:5]=[CH:4][C:3]=1[N:8]1[C:12](=[O:13])[NH:11][N:10]=[C:9]1[C:14]1[S:29][C:17]2[C:18]3[CH:26]=[CH:25][C:24]([C:27]#[N:28])=[CH:23][C:19]=3[O:20][CH2:21][CH2:22][C:16]=2[CH:15]=1.C(=O)([O-])[O-:31].[K+].[K+].OO. Product: [Cl:1][C:2]1[CH:7]=[CH:6][CH:5]=[CH:4][C:3]=1[N:8]1[C:12](=[O:13])[NH:11][N:10]=[C:9]1[C:14]1[S:29][C:17]2[C:18]3[CH:26]=[CH:25][C:24]([C:27]([NH2:28])=[O:31])=[CH:23][C:19]=3[O:20][CH2:21][CH2:22][C:16]=2[CH:15]=1. The catalyst class is: 16. (8) Reactant: [OH-].[Na+].C([O:5][C:6](=[O:40])[CH2:7][C:8]1[N:9]=[C:10]([C:13]2[CH:18]=[CH:17][C:16]([C:19]([CH2:37][CH3:38])([C:22]3[CH:27]=[CH:26][C:25]([CH2:28][CH2:29][CH:30]([OH:35])[C:31]([CH3:34])([CH3:33])[CH3:32])=[C:24]([CH3:36])[CH:23]=3)[CH2:20][CH3:21])=[CH:15][C:14]=2[CH3:39])[S:11][CH:12]=1)C.Cl. Product: [CH2:20]([C:19]([C:16]1[CH:17]=[CH:18][C:13]([C:10]2[S:11][CH:12]=[C:8]([CH2:7][C:6]([OH:40])=[O:5])[N:9]=2)=[C:14]([CH3:39])[CH:15]=1)([C:22]1[CH:27]=[CH:26][C:25]([CH2:28][CH2:29][CH:30]([OH:35])[C:31]([CH3:33])([CH3:34])[CH3:32])=[C:24]([CH3:36])[CH:23]=1)[CH2:37][CH3:38])[CH3:21]. The catalyst class is: 5. (9) Reactant: Br[CH2:2][C:3]([C:5]1[CH:10]=[CH:9][C:8]([OH:11])=[CH:7][CH:6]=1)=O.[Cl:12][C:13]1[CH:23]=[CH:22][C:16]([O:17][CH2:18][C:19]([NH2:21])=[O:20])=[CH:15][CH:14]=1.CN1CCCC1=O.C(=O)([O-])O.[Na+]. Product: [Cl:12][C:13]1[CH:14]=[CH:15][C:16]([O:17][CH2:18][C:19]2[O:20][CH:2]=[C:3]([C:5]3[CH:10]=[CH:9][C:8]([OH:11])=[CH:7][CH:6]=3)[N:21]=2)=[CH:22][CH:23]=1. The catalyst class is: 13.